From a dataset of Peptide-MHC class I binding affinity with 185,985 pairs from IEDB/IMGT. Regression. Given a peptide amino acid sequence and an MHC pseudo amino acid sequence, predict their binding affinity value. This is MHC class I binding data. (1) The peptide sequence is ALCEKALKY. The MHC is HLA-A03:01 with pseudo-sequence HLA-A03:01. The binding affinity (normalized) is 0.496. (2) The peptide sequence is WRQWIPAGI. The MHC is HLA-B46:01 with pseudo-sequence HLA-B46:01. The binding affinity (normalized) is 0.0847. (3) The peptide sequence is IRQLIRLLTW. The MHC is Mamu-B08 with pseudo-sequence Mamu-B08. The binding affinity (normalized) is 0.539. (4) The binding affinity (normalized) is 0.0847. The MHC is HLA-A26:01 with pseudo-sequence HLA-A26:01. The peptide sequence is IRYLGVLLY. (5) The peptide sequence is KVGSNIEEI. The MHC is H-2-Db with pseudo-sequence H-2-Db. The binding affinity (normalized) is 0.392. (6) The peptide sequence is AVLMLVAHY. The binding affinity (normalized) is 0.636. The MHC is HLA-B15:01 with pseudo-sequence HLA-B15:01. (7) The peptide sequence is DHQAAFQYI. The MHC is HLA-A02:02 with pseudo-sequence HLA-A02:02. The binding affinity (normalized) is 0.103.